This data is from Reaction yield outcomes from USPTO patents with 853,638 reactions. The task is: Predict the reaction yield, written as a fraction of the theoretical maximum amount of product (1.0 means a 100% yield; for example, 0.34 means a 34% yield). (1) The reactants are Cl[C:2]1[N:7]=[C:6]([CH3:8])[C:5]([CH:9]([CH2:14][CH2:15][CH3:16])[C:10]([O:12][CH3:13])=[O:11])=[C:4]([C:17]2[CH:22]=[CH:21][C:20]([CH3:23])=[CH:19][CH:18]=2)[N:3]=1.[CH2:24]1[C:33]2[C:28](=[CH:29][CH:30]=[CH:31][CH:32]=2)[CH2:27][CH2:26][NH:25]1.C(N(CC)CC)C. The catalyst is O1CCCC1. The product is [CH2:24]1[C:33]2[C:28](=[CH:29][CH:30]=[CH:31][CH:32]=2)[CH2:27][CH2:26][N:25]1[C:2]1[N:7]=[C:6]([CH3:8])[C:5]([CH:9]([CH2:14][CH2:15][CH3:16])[C:10]([O:12][CH3:13])=[O:11])=[C:4]([C:17]2[CH:22]=[CH:21][C:20]([CH3:23])=[CH:19][CH:18]=2)[N:3]=1. The yield is 0.580. (2) The reactants are [CH3:1][O:2][C:3]([C:5]1[CH:17]=[C:16](I)[C:8]2[N:9]=[CH:10][N:11]([CH2:12][CH:13]([CH3:15])[CH3:14])[C:7]=2[CH:6]=1)=[O:4].[Br-].[CH3:20][C:21]1[CH:22]=[CH:23][C:24]([Zn+])=[N:25][CH:26]=1. The catalyst is C1COCC1.C1C=CC([P]([Pd]([P](C2C=CC=CC=2)(C2C=CC=CC=2)C2C=CC=CC=2)([P](C2C=CC=CC=2)(C2C=CC=CC=2)C2C=CC=CC=2)[P](C2C=CC=CC=2)(C2C=CC=CC=2)C2C=CC=CC=2)(C2C=CC=CC=2)C2C=CC=CC=2)=CC=1. The product is [CH3:1][O:2][C:3]([C:5]1[CH:17]=[C:16]([C:24]2[CH:23]=[CH:22][C:21]([CH3:20])=[CH:26][N:25]=2)[C:8]2[N:9]=[CH:10][N:11]([CH2:12][CH:13]([CH3:15])[CH3:14])[C:7]=2[CH:6]=1)=[O:4]. The yield is 0.570. (3) The reactants are [Br:1][C:2]1[CH:3]=[N:4][C:5]2[N:6]([N:8]=[C:9]([C:11]([OH:13])=O)[CH:10]=2)[CH:7]=1.CN(C(ON1N=NC2C=CC=CC1=2)=[N+](C)C)C.[B-](F)(F)(F)F.C(#N)C.[CH3:39][O:40][C:41]1[CH:50]=[C:49]2[C:44]([CH2:45][CH2:46][NH:47][CH:48]2[CH3:51])=[CH:43][C:42]=1[OH:52]. No catalyst specified. The product is [Br:1][C:2]1[CH:3]=[N:4][C:5]2[N:6]([N:8]=[C:9]([C:11]([N:47]3[CH2:46][CH2:45][C:44]4[C:49](=[CH:50][C:41]([O:40][CH3:39])=[C:42]([OH:52])[CH:43]=4)[CH:48]3[CH3:51])=[O:13])[CH:10]=2)[CH:7]=1. The yield is 0.210. (4) The reactants are [F:1][C:2]([F:13])([F:12])[C:3]1[C:8]([C:9]([OH:11])=[O:10])=[CH:7][N:6]=[CH:5][CH:4]=1.[H][H]. The catalyst is CCO.[Pd]. The product is [F:13][C:2]([F:1])([F:12])[C@H:3]1[CH2:4][CH2:5][NH:6][CH2:7][C@H:8]1[C:9]([OH:11])=[O:10]. The yield is 1.00.